This data is from Full USPTO retrosynthesis dataset with 1.9M reactions from patents (1976-2016). The task is: Predict the reactants needed to synthesize the given product. (1) Given the product [CH:2]1([NH:5][C:6](=[O:38])[C:7]2[CH:12]=[CH:11][C:10]([CH3:13])=[C:9]([C:14]3[CH:15]=[C:16]4[C:21](=[CH:22][CH:23]=3)[C:20](=[O:24])[N:19]([CH2:25][C:26]3[CH:31]=[CH:30][C:29]([CH:32]5[CH2:37][CH2:36][NH:35][CH2:34][CH2:33]5)=[CH:28][CH:27]=3)[CH:18]=[CH:17]4)[CH:8]=2)[CH2:3][CH2:4]1, predict the reactants needed to synthesize it. The reactants are: Cl.[CH:2]1([NH:5][C:6](=[O:38])[C:7]2[CH:12]=[CH:11][C:10]([CH3:13])=[C:9]([C:14]3[CH:15]=[C:16]4[C:21](=[CH:22][CH:23]=3)[C:20](=[O:24])[N:19]([CH2:25][C:26]3[CH:31]=[CH:30][C:29]([C:32]5[CH2:33][CH2:34][NH:35][CH2:36][CH:37]=5)=[CH:28][CH:27]=3)[CH:18]=[CH:17]4)[CH:8]=2)[CH2:4][CH2:3]1. (2) Given the product [C:1]([C:3]1[CH:45]=[CH:44][C:6]2[NH:7][C:8]([C:10]3([C:17]4[C:25]([O:26][CH3:27])=[CH:24][C:23]([CH3:28])=[C:22]5[C:18]=4[CH:19]=[CH:20][NH:21]5)[CH2:12][CH:11]3[C:13]([O:15][CH3:16])=[O:14])=[N:9][C:5]=2[CH:4]=1)#[N:2], predict the reactants needed to synthesize it. The reactants are: [C:1]([C:3]1[CH:45]=[CH:44][C:6]2[N:7](COCC[Si](C)(C)C)[C:8]([C:10]3([C:17]4[C:25]([O:26][CH3:27])=[CH:24][C:23]([CH3:28])=[C:22]5[C:18]=4[CH:19]=[CH:20][N:21]5C(OC(C)(C)C)=O)[CH2:12][CH:11]3[C:13]([O:15][CH3:16])=[O:14])=[N:9][C:5]=2[CH:4]=1)#[N:2].C(C1C=CC2N=C(C3(C4C(OC)=CC(C)=C5C=4C=CN5C(OC(C)(C)C)=O)CC3C(OC)=O)N(COCC[Si](C)(C)C)C=2C=1)#N.Cl[Sn](Cl)(Cl)Cl. (3) Given the product [Cl:40][C:17]1[CH:18]=[C:19]([NH:22][C:23]2[C:32]3[C:27](=[CH:28][CH:29]=[C:30]([C:33]4[O:37][C:36]([CH2:38][NH:1][CH2:2][CH2:3][P:4](=[O:9])([O:7][CH3:8])[O:5][CH3:6])=[CH:35][CH:34]=4)[CH:31]=3)[N:26]=[CH:25][N:24]=2)[CH:20]=[CH:21][C:16]=1[O:15][CH2:14][C:13]1[CH:41]=[CH:42][CH:43]=[C:11]([F:10])[CH:12]=1, predict the reactants needed to synthesize it. The reactants are: [NH2:1][CH2:2][CH2:3][P:4](=[O:9])([O:7][CH3:8])[O:5][CH3:6].[F:10][C:11]1[CH:12]=[C:13]([CH:41]=[CH:42][CH:43]=1)[CH2:14][O:15][C:16]1[CH:21]=[CH:20][C:19]([NH:22][C:23]2[C:32]3[C:27](=[CH:28][CH:29]=[C:30]([C:33]4[O:37][C:36]([CH:38]=O)=[CH:35][CH:34]=4)[CH:31]=3)[N:26]=[CH:25][N:24]=2)=[CH:18][C:17]=1[Cl:40].CCN(C(C)C)C(C)C.CC(O)=O.[BH-](OC(C)=O)(OC(C)=O)OC(C)=O.[Na+].[OH-].[Na+]. (4) The reactants are: [Cl:1][C:2]1[CH:7]=[CH:6][C:5]([C:8]2[N:12]([CH:13]([CH:16]3[CH2:21][CH2:20][CH2:19][CH2:18][CH2:17]3)[CH2:14][OH:15])[C:11]3[CH:22]=[C:23]([F:27])[C:24]([F:26])=[CH:25][C:10]=3[N:9]=2)=[CH:4][CH:3]=1.[CH3:28][C:29]1[CH:30]=[C:31]([CH:34]=[C:35]([CH3:38])[C:36]=1O)[C:32]#[N:33]. Given the product [Cl:1][C:2]1[CH:7]=[CH:6][C:5]([C:8]2[N:12]([CH:13]([CH:16]3[CH2:17][CH2:18][CH2:19][CH2:20][CH2:21]3)[CH2:14][O:15][C:36]3[C:35]([CH3:38])=[CH:34][C:31]([C:32]#[N:33])=[CH:30][C:29]=3[CH3:28])[C:11]3[CH:22]=[C:23]([F:27])[C:24]([F:26])=[CH:25][C:10]=3[N:9]=2)=[CH:4][CH:3]=1, predict the reactants needed to synthesize it. (5) The reactants are: [Cl:1][C:2]1[C:13]([Cl:14])=[CH:12][C:5]2[O:6][C@@H:7]([CH2:10][OH:11])[CH2:8][O:9][C:4]=2[CH:3]=1.[H-].[Na+].[S:17](Cl)(=[O:20])(=[O:19])[NH2:18]. Given the product [S:17](=[O:20])(=[O:19])([O:11][CH2:10][CH:7]1[O:6][C:5]2[CH:12]=[C:13]([Cl:14])[C:2]([Cl:1])=[CH:3][C:4]=2[O:9][CH2:8]1)[NH2:18], predict the reactants needed to synthesize it. (6) Given the product [Cl:1][C:2]1[CH:3]=[C:4]2[C:10]([C:11]3[N:16]=[C:15]([NH:17][C@H:18]4[CH2:22][CH2:21][N:20]([S:23]([CH2:26][CH2:28][CH3:29])(=[O:24])=[O:25])[CH2:19]4)[C:14]([F:27])=[CH:13][N:12]=3)=[CH:9][NH:8][C:5]2=[N:6][CH:7]=1, predict the reactants needed to synthesize it. The reactants are: [Cl:1][C:2]1[CH:3]=[C:4]2[C:10]([C:11]3[N:16]=[C:15]([NH:17][C@H:18]4[CH2:22][CH2:21][N:20]([S:23]([CH3:26])(=[O:25])=[O:24])[CH2:19]4)[C:14]([F:27])=[CH:13][N:12]=3)=[CH:9][NH:8][C:5]2=[N:6][CH:7]=1.[CH2:28](S(Cl)(=O)=O)[CH2:29]C. (7) Given the product [Cl:1][CH:13]([OH:12])[CH2:14][CH:15]([CH3:35])[CH:16]([C:28]1[CH:33]=[CH:32][C:31]([F:34])=[CH:30][CH:29]=1)[C:17]([NH:19][NH:20][C:21]([O:23][C:24]([CH3:27])([CH3:26])[CH3:25])=[O:22])=[O:18], predict the reactants needed to synthesize it. The reactants are: [Cl-:1].[Li+].C1(C)C=CC(S([O:12][CH2:13][CH2:14][CH:15]([CH3:35])[CH:16]([C:28]2[CH:33]=[CH:32][C:31]([F:34])=[CH:30][CH:29]=2)[C:17]([NH:19][NH:20][C:21]([O:23][C:24]([CH3:27])([CH3:26])[CH3:25])=[O:22])=[O:18])(=O)=O)=CC=1.O.C(OCC)(=O)C.